From a dataset of Forward reaction prediction with 1.9M reactions from USPTO patents (1976-2016). Predict the product of the given reaction. (1) Given the reactants [NH:1]1[CH2:4][CH:3]([CH2:5][N:6]2[C:10]3[CH:11]=[CH:12][CH:13]=[CH:14][C:9]=3[N:8]=[C:7]2[NH:15][C:16]([C:18]2[S:19][C:20]([CH:23]([F:25])[F:24])=[CH:21][CH:22]=2)=[O:17])[CH2:2]1.[C:26]([CH2:28][C:29](O)=[O:30])#[N:27].C(N(CC)CC)C.CN(C(ON1N=NC2C=CC=NC1=2)=[N+](C)C)C.F[P-](F)(F)(F)(F)F, predict the reaction product. The product is: [C:26]([CH2:28][C:29]([N:1]1[CH2:2][CH:3]([CH2:5][N:6]2[C:10]3[CH:11]=[CH:12][CH:13]=[CH:14][C:9]=3[N:8]=[C:7]2[NH:15][C:16]([C:18]2[S:19][C:20]([CH:23]([F:25])[F:24])=[CH:21][CH:22]=2)=[O:17])[CH2:4]1)=[O:30])#[N:27]. (2) Given the reactants [N+:1]([C:4]1[C:12]2[S:11][N:10]=[CH:9][C:8]=2[C:7]([NH:13][C:14]([NH:16][CH2:17][C:18]2[CH:23]=[CH:22][C:21]([C:24]([F:27])([F:26])[F:25])=[CH:20][CH:19]=2)=[O:15])=[CH:6][CH:5]=1)([O-])=O.O.O.[Sn](Cl)Cl.[OH-].[Na+], predict the reaction product. The product is: [NH2:1][C:4]1[C:12]2[S:11][N:10]=[CH:9][C:8]=2[C:7]([NH:13][C:14]([NH:16][CH2:17][C:18]2[CH:23]=[CH:22][C:21]([C:24]([F:26])([F:27])[F:25])=[CH:20][CH:19]=2)=[O:15])=[CH:6][CH:5]=1. (3) Given the reactants CCN(C(C)C)C(C)C.[OH:10][C:11]1[CH:12]=[CH:13][CH:14]=[C:15]2[C:20]=1[O:19][C:18](=[O:21])[C:17]([C:22]([OH:24])=O)=[CH:16]2.CN(C(ON1N=NC2C=CC=NC1=2)=[N+](C)C)C.F[P-](F)(F)(F)(F)F.[O:49]=[C:50]1[C:59]2[C:54](=[CH:55][CH:56]=[C:57]([C:60]3[CH:61]=[C:62]([NH2:66])[CH:63]=[CH:64][CH:65]=3)[CH:58]=2)[O:53][CH:52]=[CH:51]1, predict the reaction product. The product is: [O:49]=[C:50]1[C:59]2[C:54](=[CH:55][CH:56]=[C:57]([C:60]3[CH:61]=[C:62]([NH:66][C:22]([C:17]4[C:18](=[O:21])[O:19][C:20]5[C:15]([CH:16]=4)=[CH:14][CH:13]=[CH:12][C:11]=5[OH:10])=[O:24])[CH:63]=[CH:64][CH:65]=3)[CH:58]=2)[O:53][CH:52]=[CH:51]1. (4) Given the reactants N(C(N(C)C)=O)=NC(N(C)C)=O.[OH:13][C:14]1[C:15]([C:32](=O)[CH3:33])=[C:16]2[C:20](=[CH:21][CH:22]=1)[N:19]([S:23]([C:26]1[CH:31]=[CH:30][CH:29]=[CH:28][CH:27]=1)(=[O:25])=[O:24])[CH:18]=[CH:17]2.O[CH2:36][CH2:37][NH:38]C(=O)OC(C)(C)C.C1(P(C2C=CC=CC=2)C2C=CC=CC=2)C=CC=CC=1.C(O)(C(F)(F)F)=O, predict the reaction product. The product is: [CH3:33][C:32]1[C:15]2=[C:16]3[C:20](=[CH:21][CH:22]=[C:14]2[O:13][CH2:36][CH2:37][N:38]=1)[N:19]([S:23]([C:26]1[CH:27]=[CH:28][CH:29]=[CH:30][CH:31]=1)(=[O:25])=[O:24])[CH:18]=[CH:17]3. (5) Given the reactants [Br:1][C:2]1[CH:15]=[C:14]2[C:5]([O:6][CH:7]3[CH:12]([C:13]42[C:19](=[O:20])[N:18]([CH3:21])[C:17](=S)[NH:16]4)[CH2:11][CH2:10][CH2:9][CH2:8]3)=[CH:4][CH:3]=1.[NH3:23].C(OO)(C)(C)C, predict the reaction product. The product is: [NH2:23][C:17]1[N:18]([CH3:21])[C:19](=[O:20])[C:13]2([N:16]=1)[CH:12]1[CH:7]([CH2:8][CH2:9][CH2:10][CH2:11]1)[O:6][C:5]1[C:14]2=[CH:15][C:2]([Br:1])=[CH:3][CH:4]=1. (6) Given the reactants [C:1](Cl)(=[O:5])[C:2]([Cl:4])=[O:3].[CH:7]([O:9][CH2:10][CH3:11])=[CH2:8], predict the reaction product. The product is: [CH2:10]([O:9][CH:7]=[CH:8][C:1](=[O:5])[C:2]([Cl:4])=[O:3])[CH3:11]. (7) Given the reactants [Li]CCCC.[CH2:6]([C:13]1[CH:18]=[C:17](Br)[CH:16]=[CH:15][C:14]=1[O:20][CH3:21])[C:7]1[CH:12]=[CH:11][CH:10]=[CH:9][CH:8]=1.[B:22](OC)([O:25]C)[O:23]C.[OH-].[Na+], predict the reaction product. The product is: [CH2:6]([C:13]1[CH:18]=[C:17]([B:22]([OH:25])[OH:23])[CH:16]=[CH:15][C:14]=1[O:20][CH3:21])[C:7]1[CH:12]=[CH:11][CH:10]=[CH:9][CH:8]=1. (8) Given the reactants [C:1]([N:8]1[CH2:13][CH2:12][C:11](=O)[CH2:10][CH2:9]1)([O:3][C:4]([CH3:7])([CH3:6])[CH3:5])=[O:2].C(O)(=O)C.[NH2:19][C@@H:20]([C:25]1[CH:30]=[CH:29][CH:28]=[CH:27][CH:26]=1)[C:21]([CH3:24])([OH:23])[CH3:22].C(O[BH-](OC(=O)C)OC(=O)C)(=O)C.[Na+], predict the reaction product. The product is: [OH:23][C:21]([CH3:24])([CH3:22])[C@@H:20]([NH:19][CH:11]1[CH2:12][CH2:13][N:8]([C:1]([O:3][C:4]([CH3:7])([CH3:6])[CH3:5])=[O:2])[CH2:9][CH2:10]1)[C:25]1[CH:26]=[CH:27][CH:28]=[CH:29][CH:30]=1.